Task: Predict the product of the given reaction.. Dataset: Forward reaction prediction with 1.9M reactions from USPTO patents (1976-2016) (1) Given the reactants C(O[C:9](=O)[NH:10][CH2:11][C@H:12]([NH:18][C:19](=[O:35])[CH:20]([C:22](=[O:34])[NH:23][C:24]1[CH:29]=[CH:28][CH:27]=[C:26]([C:30]([F:33])([F:32])[F:31])[CH:25]=1)[CH3:21])[C@@H:13]([OH:17])[C:14]#[C:15][CH3:16])C1C=CC=CC=1.[CH3:37][C:38]1[CH:45]=[C:44]([CH3:46])[CH:43]=[CH:42][C:39]=1C=O.C([BH3-])#N.[Na+], predict the reaction product. The product is: [CH3:37][C:38]1[CH:45]=[C:44]([CH3:46])[CH:43]=[CH:42][C:39]=1[CH2:9][NH:10][CH2:11][C@H:12]([NH:18][C:19](=[O:35])[CH:20]([CH3:21])[C:22]([NH:23][C:24]1[CH:29]=[CH:28][CH:27]=[C:26]([C:30]([F:31])([F:32])[F:33])[CH:25]=1)=[O:34])[C@@H:13]([OH:17])[CH2:14][CH2:15][CH3:16]. (2) Given the reactants [NH:1]([C:5]1[CH:10]=[CH:9][C:8]([OH:11])=[CH:7][CH:6]=1)[C:2]([CH3:4])=[O:3].C(=O)([O-])[O-].[K+].[K+].Br[CH2:19][C:20]([O:22][CH3:23])=[O:21], predict the reaction product. The product is: [NH:1]([C:5]1[CH:10]=[CH:9][C:8]([O:11][CH2:19][C:20]([O:22][CH3:23])=[O:21])=[CH:7][CH:6]=1)[C:2]([CH3:4])=[O:3]. (3) Given the reactants Cl.[NH2:2][C@@H:3]([C:10]([O:12][CH3:13])=[O:11])[CH2:4][CH2:5][C:6]([O:8]C)=O.[OH-].[Na+].C(O)(=O)C.[C:20]1(=O)[CH2:24][CH2:23][CH2:22][CH2:21]1.[BH4-].[Na+], predict the reaction product. The product is: [CH:20]1([N:2]2[C:6](=[O:8])[CH2:5][CH2:4][C@H:3]2[C:10]([O:12][CH3:13])=[O:11])[CH2:24][CH2:23][CH2:22][CH2:21]1. (4) Given the reactants Br[C:2]1[NH:3][C:4]2[C:9]([C:10]=1C1CCCCC1)=[CH:8][CH:7]=[C:6]([C:17]([O:19]C)=[O:18])[C:5]=2Cl.C1(B(O)O)C=CC=CC=1.[Li+].[Cl-].C([O-])([O-])=O.[Na+].[Na+], predict the reaction product. The product is: [NH:3]1[C:4]2[C:9](=[CH:8][CH:7]=[C:6]([C:17]([OH:19])=[O:18])[CH:5]=2)[CH:10]=[CH:2]1.